This data is from Catalyst prediction with 721,799 reactions and 888 catalyst types from USPTO. The task is: Predict which catalyst facilitates the given reaction. (1) Product: [CH3:15][NH:14][C:12]([C:9]1[CH:8]=[CH:7][C:6]([O:5][CH2:4][CH2:3][CH2:2][O:1][C:19]2[C:20]3[C:27]([C:28]4[CH:33]=[CH:32][N:31]=[CH:30][CH:29]=4)=[CH:26][S:25][C:21]=3[N:22]=[CH:23][N:24]=2)=[CH:11][N:10]=1)=[O:13]. Reactant: [OH:1][CH2:2][CH2:3][CH2:4][O:5][C:6]1[CH:7]=[CH:8][C:9]([C:12]([NH:14][CH3:15])=[O:13])=[N:10][CH:11]=1.[H-].[Na+].Cl[C:19]1[C:20]2[C:27]([C:28]3[CH:33]=[CH:32][N:31]=[CH:30][CH:29]=3)=[CH:26][S:25][C:21]=2[N:22]=[CH:23][N:24]=1.C(O)(=O)C. The catalyst class is: 80. (2) Reactant: [C:1]1([C:7]2[NH:8][C:9]3[C:14]([CH:15]=2)=[CH:13][CH:12]=[C:11]([OH:16])[CH:10]=3)[CH:6]=[CH:5][CH:4]=[CH:3][CH:2]=1.Cl[C:18]([F:23])([F:22])C([O-])=O.[Na+].[OH-].[Na+].O. Product: [F:22][CH:18]([F:23])[O:16][C:11]1[CH:10]=[C:9]2[C:14]([CH:15]=[C:7]([C:1]3[CH:2]=[CH:3][CH:4]=[CH:5][CH:6]=3)[NH:8]2)=[CH:13][CH:12]=1. The catalyst class is: 42. (3) Product: [F:1][C:2]1[C:7]2[C:8](=[O:10])[N:13]=[C:12]([C:14]3[CH:19]=[CH:18][CH:17]=[CH:16][N:15]=3)[S:11][C:6]=2[CH:5]=[CH:4][CH:3]=1. The catalyst class is: 17. Reactant: [F:1][C:2]1[C:7]([C:8]([OH:10])=O)=[C:6]([SH:11])[CH:5]=[CH:4][CH:3]=1.[C:12]([C:14]1[CH:19]=[CH:18][CH:17]=[CH:16][N:15]=1)#[N:13]. (4) Reactant: F[C:2](F)(F)[C:3](O)=O.C(O[C:13](=O)[NH:14][C:15]([C:18]1[N:22]([CH3:23])[C:21]([C:24]2[CH:29]=[CH:28][CH:27]=[CH:26][C:25]=2[Cl:30])=[N:20][N:19]=1)([CH3:17])[CH3:16])(C)(C)C.C(=O)([O-])O.[Na+]. Product: [Cl:30][C:25]1[CH:26]=[CH:27][CH:28]=[CH:29][C:24]=1[C:21]1[N:22]([CH3:23])[C:18]([C:15]([N:14]2[CH2:2][C:3]3[C:26](=[CH:25][CH:24]=[CH:29][CH:28]=3)[CH2:13]2)([CH3:16])[CH3:17])=[N:19][N:20]=1. The catalyst class is: 22. (5) Reactant: [C:1](#[N:5])[CH2:2][C:3]#[N:4].[CH2:6]([O:8][CH:9]([O:14][CH2:15][CH3:16])[CH2:10][C:11](=O)[CH3:12])[CH3:7].C(O)(=O)C.N1CCCCC1. Product: [CH2:6]([O:8][CH:9]([O:14][CH2:15][CH3:16])[CH2:10][C:11](=[C:2]([C:1]#[N:5])[C:3]#[N:4])[CH3:12])[CH3:7]. The catalyst class is: 11. (6) Reactant: [Cl:1][C:2]1[CH:10]=[C:9]2[C:5]([C:6]([CH:19]=O)=[CH:7][N:8]2[CH2:11][C:12]2[CH:17]=[CH:16][C:15]([F:18])=[CH:14][CH:13]=2)=[CH:4][CH:3]=1.[C:21]([CH2:23][C:24]1[CH:33]=[CH:32][C:27]([C:28]([O:30][CH3:31])=[O:29])=[CH:26][CH:25]=1)#[N:22].[OH-].[Na+].[CH3:36]O. Product: [Cl:1][C:2]1[CH:10]=[C:9]2[C:5]([C:6](/[CH:19]=[C:23](/[C:24]3[CH:33]=[CH:32][C:27]([C:28]([O:30][CH2:31][CH3:36])=[O:29])=[CH:26][CH:25]=3)\[C:21]#[N:22])=[CH:7][N:8]2[CH2:11][C:12]2[CH:13]=[CH:14][C:15]([F:18])=[CH:16][CH:17]=2)=[CH:4][CH:3]=1. The catalyst class is: 1. (7) Reactant: C(OC([C:6]1[C:10]([C:11]2[CH:16]=[CH:15][C:14]([CH3:17])=[CH:13][CH:12]=2)=[CH:9][NH:8][CH:7]=1)=O)C.[OH-].[Na+].[Na+].[Cl-]. Product: [CH3:17][C:14]1[CH:13]=[CH:12][C:11]([C:10]2[CH:6]=[CH:7][NH:8][CH:9]=2)=[CH:16][CH:15]=1. The catalyst class is: 196.